Dataset: Reaction yield outcomes from USPTO patents with 853,638 reactions. Task: Predict the reaction yield, written as a fraction of the theoretical maximum amount of product (1.0 means a 100% yield; for example, 0.34 means a 34% yield). (1) The catalyst is C1COCC1. The reactants are [F:1][C:2]([F:14])([F:13])[C:3]1[CH:8]=[CH:7][C:6]([C:9]([OH:12])([CH3:11])[CH3:10])=[CH:5][CH:4]=1.C[Si]([N-][Si](C)(C)C)(C)C.[Na+].[Cl:25][C:26]([Cl:30])([Cl:29])[C:27]#[N:28]. The product is [Cl:25][C:26]([Cl:30])([Cl:29])[C:27](=[NH:28])[O:12][C:9]([C:6]1[CH:5]=[CH:4][C:3]([C:2]([F:13])([F:14])[F:1])=[CH:8][CH:7]=1)([CH3:11])[CH3:10]. The yield is 0.860. (2) The product is [Br:10][C:11]1[C:12]([O:7][CH2:6][C:2]2([CH3:1])[CH2:5][O:4][CH2:3]2)=[N:13][C:14]([Cl:17])=[N:15][CH:16]=1. The yield is 0.0650. The catalyst is C1COCC1. The reactants are [CH3:1][C:2]1([CH2:6][OH:7])[CH2:5][O:4][CH2:3]1.[H-].[Na+].[Br:10][C:11]1[C:12](Cl)=[N:13][C:14]([Cl:17])=[N:15][CH:16]=1. (3) The reactants are Cl[C:2]1[CH:7]=[CH:6][C:5]([F:8])=[C:4]([CH3:9])[C:3]=1[O:10][CH3:11].[NH2-].[Na+].[CH2:14]([NH2:21])[C:15]1[CH:20]=[CH:19][CH:18]=[CH:17][CH:16]=1. The catalyst is C1COCC1. The product is [CH2:14]([NH:21][C:7]1[CH:2]=[C:3]([O:10][CH3:11])[C:4]([CH3:9])=[C:5]([F:8])[CH:6]=1)[C:15]1[CH:20]=[CH:19][CH:18]=[CH:17][CH:16]=1. The yield is 0.340. (4) The reactants are Cl.[CH3:2][C:3]1([CH3:9])[CH2:7][NH:6][CH2:5][C@H:4]1[OH:8].Cl[C:11]1[S:12][C:13]2[CH:19]=[CH:18][CH:17]=[CH:16][C:14]=2[N:15]=1.C(=O)(O)[O-].[Na+]. The catalyst is O. The product is [S:12]1[C:13]2[CH:19]=[CH:18][CH:17]=[CH:16][C:14]=2[N:15]=[C:11]1[N:6]1[CH2:7][C:3]([CH3:9])([CH3:2])[C@H:4]([OH:8])[CH2:5]1. The yield is 0.960. (5) The reactants are [O:1]=[C:2]1[CH2:10][C:9]2[C:4](=[CH:5][C:6]([CH2:11][C:12]3[CH:13]=[C:14]([NH:18][C:19]([C:21]4[S:22][CH:23]=[CH:24][CH:25]=4)=[O:20])[CH:15]=[CH:16][CH:17]=3)=[CH:7][CH:8]=2)[NH:3]1.[CH:26](OCC)=[O:27].[O-]CC.[Na+].Cl. The catalyst is C(O)C. The product is [OH:27][CH:26]=[C:10]1[C:9]2[C:4](=[CH:5][C:6]([CH2:11][C:12]3[CH:13]=[C:14]([NH:18][C:19]([C:21]4[S:22][CH:23]=[CH:24][CH:25]=4)=[O:20])[CH:15]=[CH:16][CH:17]=3)=[CH:7][CH:8]=2)[NH:3][C:2]1=[O:1]. The yield is 0.530. (6) The reactants are [O:1]=O.[Br:3][C:4]1[CH:16]=[CH:15][C:14]2[C:13]3[C:8](=[CH:9][C:10]([Br:17])=[CH:11][CH:12]=3)[CH2:7][C:6]=2[CH:5]=1.[OH-].[Na+]. The catalyst is [Br-].[NH4+].[NH4+].[NH4+].[NH4+].[Br-].[Br-].[Br-].C1(C)C=CC=CC=1. The product is [Br:3][C:4]1[C:5](=[O:1])[C:6]2[C:14](=[CH:15][CH:16]=1)[C:13]1[C:8](=[CH:9][C:10]([Br:17])=[CH:11][CH:12]=1)[CH:7]=2. The yield is 0.902. (7) The reactants are [Br:1][C:2]1[CH:3]=[C:4]([N+:13]([O-])=O)[C:5]([CH3:12])=[C:6]([CH:11]=1)[C:7]([O:9][CH3:10])=[O:8].[Cl-].[NH4+]. The catalyst is C(O)C.C(=O)(O)[O-].[Fe]. The product is [NH2:13][C:4]1[C:5]([CH3:12])=[C:6]([CH:11]=[C:2]([Br:1])[CH:3]=1)[C:7]([O:9][CH3:10])=[O:8]. The yield is 0.894. (8) The reactants are Br[C:2]1[CH:7]=[CH:6][C:5]([O:8][CH2:9][CH2:10][CH3:11])=[CH:4][N:3]=1.[CH3:12][N:13]1[CH:17]=[CH:16][C:15]([NH2:18])=[N:14]1. The catalyst is O1CCOCC1.Cl[Pd-](P(C1CC2CC1CC2)C1CC2CC1CC2)[C-]1C=CC=C1N(C)C.[CH-]1C=CC=C1.[Fe+2]. The product is [CH3:12][N:13]1[CH:17]=[CH:16][C:15]([NH:18][C:2]2[CH:7]=[CH:6][C:5]([O:8][CH2:9][CH2:10][CH3:11])=[CH:4][N:3]=2)=[N:14]1. The yield is 0.430. (9) The reactants are C(OC([NH:8][C@H:9]([C:34]1[CH:39]=[CH:38][CH:37]=[C:36]([F:40])[CH:35]=1)[CH2:10][CH:11]([N:13]1[CH2:18][CH2:17][CH:16]([N:19]2[C:27]3[CH2:26][CH2:25][N:24]([C:28]([O:30][CH2:31][CH3:32])=[O:29])[CH2:23][C:22]=3[N:21]=[C:20]2[CH3:33])[CH2:15][CH2:14]1)[CH3:12])=O)(C)(C)C.Cl. No catalyst specified. The product is [NH2:8][C@H:9]([C:34]1[CH:39]=[CH:38][CH:37]=[C:36]([F:40])[CH:35]=1)[CH2:10][CH:11]([N:13]1[CH2:18][CH2:17][CH:16]([N:19]2[C:27]3[CH2:26][CH2:25][N:24]([C:28]([O:30][CH2:31][CH3:32])=[O:29])[CH2:23][C:22]=3[N:21]=[C:20]2[CH3:33])[CH2:15][CH2:14]1)[CH3:12]. The yield is 0.720.